Dataset: Catalyst prediction with 721,799 reactions and 888 catalyst types from USPTO. Task: Predict which catalyst facilitates the given reaction. Reactant: [I-].C([N:9]1[CH2:14][CH2:13][N:12]([C:15]2[CH:16]=[C:17]([CH3:36])[C:18]3[C:27]([CH:28]=2)=[S+:26][C:25]2[C:20](=[C:21]([CH3:35])[CH:22]=[C:23]([N:29]([CH3:34])[CH2:30][CH2:31][CH2:32][CH3:33])[CH:24]=2)[N:19]=3)[CH2:11][CH2:10]1)(OC(C)(C)C)=O.[F:37][C:38]([F:43])([F:42])[C:39]([OH:41])=[O:40]. Product: [F:37][C:38]([F:43])([F:42])[C:39]([O-:41])=[O:40].[N:12]1([C:15]2[CH:16]=[C:17]([CH3:36])[C:18]3[C:27]([CH:28]=2)=[S+:26][C:25]2[C:20](=[C:21]([CH3:35])[CH:22]=[C:23]([N:29]([CH3:34])[CH2:30][CH2:31][CH2:32][CH3:33])[CH:24]=2)[N:19]=3)[CH2:13][CH2:14][NH:9][CH2:10][CH2:11]1. The catalyst class is: 4.